From a dataset of Reaction yield outcomes from USPTO patents with 853,638 reactions. Predict the reaction yield, written as a fraction of the theoretical maximum amount of product (1.0 means a 100% yield; for example, 0.34 means a 34% yield). The product is [C:1]([NH:4][C:5]1[CH:10]=[C:9]([C:11]2[O:12][C:13]([C:19]3[CH:24]=[CH:23][CH:22]=[CH:21][C:20]=3[Cl:25])=[C:14]([C:16]([N:42]([O:41][CH3:40])[CH3:43])=[O:17])[N:15]=2)[C:8]([CH3:26])=[CH:7][N:6]=1)(=[O:3])[CH3:2]. The catalyst is C(Cl)Cl.O. The reactants are [C:1]([NH:4][C:5]1[CH:10]=[C:9]([C:11]2[O:12][C:13]([C:19]3[CH:24]=[CH:23][CH:22]=[CH:21][C:20]=3[Cl:25])=[C:14]([C:16](O)=[O:17])[N:15]=2)[C:8]([CH3:26])=[CH:7][N:6]=1)(=[O:3])[CH3:2].C1N=CN(C(N2C=NC=C2)=O)C=1.Cl.[CH3:40][O:41][NH:42][CH3:43]. The yield is 0.550.